From a dataset of Reaction yield outcomes from USPTO patents with 853,638 reactions. Predict the reaction yield, written as a fraction of the theoretical maximum amount of product (1.0 means a 100% yield; for example, 0.34 means a 34% yield). (1) The yield is 0.780. The product is [C:8]([O:16][C@@H:17]1[C@H:21]([O:22][C:23](=[O:30])[C:24]2[CH:29]=[CH:28][CH:27]=[CH:26][CH:25]=2)[C@@H:20]([C:31]([NH:33][CH2:34][CH3:35])=[O:32])[O:19][C@H:18]1[N:36]1[CH:44]=[N:43][C:42]2[C:37]1=[N:38][C:39]([I:49])=[N:40][C:41]=2[Cl:45])(=[O:15])[C:9]1[CH:14]=[CH:13][CH:12]=[CH:11][CH:10]=1. The reactants are N(OCCCC)=O.[C:8]([O:16][C@@H:17]1[C@H:21]([O:22][C:23](=[O:30])[C:24]2[CH:29]=[CH:28][CH:27]=[CH:26][CH:25]=2)[C@@H:20]([C:31]([NH:33][CH2:34][CH3:35])=[O:32])[O:19][C@H:18]1[N:36]1[CH:44]=[N:43][C:42]2[C:37]1=[N:38][C:39](N)=[N:40][C:41]=2[Cl:45])(=[O:15])[C:9]1[CH:14]=[CH:13][CH:12]=[CH:11][CH:10]=1.II.[I:49]CI. The catalyst is C1COCC1.[Cu]I. (2) The reactants are [CH3:1][C:2]1[CH:9]=[CH:8][CH:7]=[CH:6][C:3]=1[CH:4]=O.Cl.[O:11]([NH2:13])[CH3:12]. No catalyst specified. The product is [CH3:12][O:11][N:13]=[CH:4][C:3]1[CH:6]=[CH:7][CH:8]=[CH:9][C:2]=1[CH3:1]. The yield is 0.960.